This data is from Peptide-MHC class I binding affinity with 185,985 pairs from IEDB/IMGT. The task is: Regression. Given a peptide amino acid sequence and an MHC pseudo amino acid sequence, predict their binding affinity value. This is MHC class I binding data. The peptide sequence is LSCIRNASK. The MHC is HLA-A11:01 with pseudo-sequence HLA-A11:01. The binding affinity (normalized) is 0.426.